The task is: Predict the reaction yield, written as a fraction of the theoretical maximum amount of product (1.0 means a 100% yield; for example, 0.34 means a 34% yield).. This data is from Reaction yield outcomes from USPTO patents with 853,638 reactions. (1) The reactants are C([O:3][C:4](=O)[CH2:5][C:6]1[CH:11]=[C:10]([NH2:12])[C:9]([CH3:13])=[CH:8][C:7]=1[Cl:14])C.[BH4-].[Li+].Cl.[OH-].[Na+]. The catalyst is C1COCC1. The product is [NH2:12][C:10]1[C:9]([CH3:13])=[CH:8][C:7]([Cl:14])=[C:6]([CH2:5][CH2:4][OH:3])[CH:11]=1. The yield is 0.990. (2) The reactants are [CH:1](=O)[C:2]1[CH:7]=[CH:6][CH:5]=[N:4][CH:3]=1.[NH2:9][C:10]1[CH:15]=[C:14]([O:16][CH3:17])[CH:13]=[CH:12][C:11]=1[S:18]([NH:21][C:22]1[CH:23]=[CH:24][C:25]2[CH2:29][O:28][B:27]([OH:30])[C:26]=2[CH:31]=1)(=[O:20])=[O:19]. The catalyst is Cl[Ti](Cl)(Cl)Cl.C(Cl)Cl. The product is [OH:30][B:27]1[C:26]2[CH:31]=[C:22]([NH:21][S:18]([C:11]3[CH:12]=[CH:13][C:14]([O:16][CH3:17])=[CH:15][C:10]=3[NH:9][CH2:1][C:2]3[CH:3]=[N:4][CH:5]=[CH:6][CH:7]=3)(=[O:20])=[O:19])[CH:23]=[CH:24][C:25]=2[CH2:29][O:28]1. The yield is 0.335. (3) The reactants are [CH3:1][C:2]1[N:7]=[CH:6][C:5]([CH2:8][C:9](N2CCOCC2)=S)=[CH:4][CH:3]=1.[OH-:17].[Na+].[OH2:19].CCO. No catalyst specified. The product is [CH3:1][C:2]1[N:7]=[CH:6][C:5]([CH2:8][C:9]([OH:19])=[O:17])=[CH:4][CH:3]=1. The yield is 0.460. (4) The reactants are [Cl:1][C:2]1[C:3]([F:32])=[C:4]([CH:29]=[CH:30][CH:31]=1)[NH:5][C:6]1[C:15]2[C:10](=[CH:11][C:12]([O:27][CH3:28])=[C:13]([O:16][CH2:17][C@@H:18]3[CH2:22][CH2:21][CH2:20][N:19]3[C:23](=[O:26])[CH2:24]Cl)[CH:14]=2)[N:9]=[CH:8][N:7]=1.[CH3:33][NH:34][CH3:35]. The catalyst is C(O)C. The product is [Cl:1][C:2]1[C:3]([F:32])=[C:4]([CH:29]=[CH:30][CH:31]=1)[NH:5][C:6]1[C:15]2[C:10](=[CH:11][C:12]([O:27][CH3:28])=[C:13]([O:16][CH2:17][C@@H:18]3[CH2:22][CH2:21][CH2:20][N:19]3[C:23](=[O:26])[CH2:24][N:34]([CH3:35])[CH3:33])[CH:14]=2)[N:9]=[CH:8][N:7]=1. The yield is 0.580. (5) The reactants are [C:1]([O:4][CH2:5][CH:6](O)[CH2:7][N:8]1[C:12]2[C:13]([N:17]([CH2:20][CH3:21])[CH2:18][CH3:19])=[CH:14][CH:15]=[CH:16][C:11]=2[N:10]=[C:9]1[NH:22][C:23]1[CH:28]=[CH:27][C:26]([Cl:29])=[CH:25][C:24]=1[Cl:30])(=[O:3])[CH3:2].CS(Cl)(=O)=O.C(=O)([O-])[O-].[K+].[K+]. The catalyst is N1C=CC=CC=1.CN(C)C=O.C(OCC)(=O)C. The product is [C:1]([O:4][CH2:5][CH:6]1[CH2:7][N:8]2[C:9](=[N:10][C:11]3[CH:16]=[CH:15][CH:14]=[C:13]([N:17]([CH2:18][CH3:19])[CH2:20][CH3:21])[C:12]=32)[N:22]1[C:23]1[CH:28]=[CH:27][C:26]([Cl:29])=[CH:25][C:24]=1[Cl:30])(=[O:3])[CH3:2]. The yield is 0.980. (6) The reactants are [CH3:1][O:2][C:3]([C:5]1[C:10]([Cl:11])=[C:9]([NH2:12])[N:8]=[C:7](Cl)[N:6]=1)=[O:4].[Cl:14][C:15]1[CH:20]=[CH:19][C:18](B2OCCCO2)=[C:17]([F:27])[C:16]=1[O:28][CH3:29].[F-].[Cs+]. The catalyst is COCCOC.O.Cl[Pd](Cl)([P](C1C=CC=CC=1)(C1C=CC=CC=1)C1C=CC=CC=1)[P](C1C=CC=CC=1)(C1C=CC=CC=1)C1C=CC=CC=1. The product is [CH3:1][O:2][C:3]([C:5]1[C:10]([Cl:11])=[C:9]([NH2:12])[N:8]=[C:7]([C:18]2[CH:19]=[CH:20][C:15]([Cl:14])=[C:16]([O:28][CH3:29])[C:17]=2[F:27])[N:6]=1)=[O:4]. The yield is 0.535. (7) The reactants are [CH2:1]1[C:4]2([CH2:42][O:41][C:7]3([CH2:12][CH2:11][CH:10]([N:13]4[C:18](=[O:19])[C:17]([CH2:20][C:21]5[CH:26]=[CH:25][C:24]([C:27]6[C:28]([C:33]#[N:34])=[CH:29][CH:30]=[CH:31][CH:32]=6)=[CH:23][CH:22]=5)=[C:16]([CH2:35][CH2:36][CH3:37])[N:15]5[N:38]=[CH:39][N:40]=[C:14]45)[CH2:9][CH2:8]3)[O:6][CH2:5]2)[CH2:3][CH2:2]1.C([BH3-])#N.[Na+].O1CCCC1. The catalyst is C(OCC)(=O)C. The product is [OH:41][CH2:42][C:4]1([CH2:5][O:6][C@H:7]2[CH2:12][CH2:11][C@H:10]([N:13]3[C:18](=[O:19])[C:17]([CH2:20][C:21]4[CH:22]=[CH:23][C:24]([C:27]5[C:28]([C:33]#[N:34])=[CH:29][CH:30]=[CH:31][CH:32]=5)=[CH:25][CH:26]=4)=[C:16]([CH2:35][CH2:36][CH3:37])[N:15]4[N:38]=[CH:39][N:40]=[C:14]34)[CH2:9][CH2:8]2)[CH2:3][CH2:2][CH2:1]1. The yield is 0.470. (8) The yield is 0.580. The product is [C:60]([O:59][C:57]([N:53]1[CH2:54][C@@H:55]([OH:56])[C@H:51]([NH:50][C:12]([C:11]2[CH:10]=[N:9][C:8]([C:4]3[CH:5]=[CH:6][CH:7]=[C:2]([F:1])[CH:3]=3)=[CH:16][CH:15]=2)=[O:14])[CH2:52]1)=[O:58])([CH3:63])([CH3:61])[CH3:62]. The catalyst is CN(C=O)C. The reactants are [F:1][C:2]1[CH:3]=[C:4]([C:8]2[CH:16]=[CH:15][C:11]([C:12]([OH:14])=O)=[CH:10][N:9]=2)[CH:5]=[CH:6][CH:7]=1.CN(C(ON1N=NC2C=CC=NC1=2)=[N+](C)C)C.F[P-](F)(F)(F)(F)F.CCN(C(C)C)C(C)C.[NH2:50][C@H:51]1[C@H:55]([OH:56])[CH2:54][N:53]([C:57]([O:59][C:60]([CH3:63])([CH3:62])[CH3:61])=[O:58])[CH2:52]1. (9) The reactants are [CH:1]([N:14]1[C:22]2[C:17](=[CH:18][C:19]([Cl:23])=[CH:20][CH:21]=2)[C:16]([CH2:24][CH2:25][O:26][C:27]2[CH:35]=[CH:34][C:30]([C:31]([OH:33])=[O:32])=[CH:29][CH:28]=2)=[C:15]1[CH2:36][CH2:37][NH:38]S(CC1C=CC=CC=1)(=O)=O)([C:8]1[CH:13]=[CH:12][CH:11]=[CH:10][CH:9]=1)[C:2]1[CH:7]=[CH:6][CH:5]=[CH:4][CH:3]=1.[Cl:49][C:50]1[CH:51]=[C:52]([S:57](Cl)(=[O:59])=[O:58])[CH:53]=[CH:54][C:55]=1[Cl:56]. No catalyst specified. The product is [CH:1]([N:14]1[C:22]2[C:17](=[CH:18][C:19]([Cl:23])=[CH:20][CH:21]=2)[C:16]([CH2:24][CH2:25][O:26][C:27]2[CH:35]=[CH:34][C:30]([C:31]([OH:33])=[O:32])=[CH:29][CH:28]=2)=[C:15]1[CH2:36][CH2:37][NH:38][S:57]([C:52]1[CH:53]=[CH:54][C:55]([Cl:56])=[C:50]([Cl:49])[CH:51]=1)(=[O:59])=[O:58])([C:2]1[CH:3]=[CH:4][CH:5]=[CH:6][CH:7]=1)[C:8]1[CH:9]=[CH:10][CH:11]=[CH:12][CH:13]=1. The yield is 0.600. (10) The reactants are [CH2:1]([NH:3][C:4]([NH:6][C:7]1[CH:12]=[CH:11][C:10]([C:13]2[N:14]=[C:15]([N:22]3[CH2:27][CH2:26][O:25][CH2:24][C@@H:23]3[CH3:28])[C:16]3[CH2:21][NH:20][CH2:19][C:17]=3[N:18]=2)=[CH:9][CH:8]=1)=[O:5])[CH3:2].C=O.[CH3:31]CN(CC)CC.C(O[BH-](OC(=O)C)OC(=O)C)(=O)C.[Na+]. The catalyst is C1COCC1. The product is [CH2:1]([NH:3][C:4]([NH:6][C:7]1[CH:12]=[CH:11][C:10]([C:13]2[N:14]=[C:15]([N:22]3[CH2:27][CH2:26][O:25][CH2:24][C@@H:23]3[CH3:28])[C:16]3[CH2:21][N:20]([CH3:31])[CH2:19][C:17]=3[N:18]=2)=[CH:9][CH:8]=1)=[O:5])[CH3:2]. The yield is 0.330.